Dataset: Reaction yield outcomes from USPTO patents with 853,638 reactions. Task: Predict the reaction yield, written as a fraction of the theoretical maximum amount of product (1.0 means a 100% yield; for example, 0.34 means a 34% yield). (1) The reactants are CN(C)[CH:3]=[CH:4][C:5]([C:7]1[N:14]2[C:10]([S:11][CH:12]=[CH:13]2)=[N:9][C:8]=1[C:15]1[CH:20]=[CH:19][CH:18]=[C:17]([O:21][CH3:22])[CH:16]=1)=O.Cl.[NH2:25]/[C:26](/[NH:29][C@@H:30]1[CH2:35][CH2:34][CH2:33][N:32]([C:36]([O:38][C:39]([CH3:42])([CH3:41])[CH3:40])=[O:37])[CH2:31]1)=[N:27]/[H].[O-]CC.[Na+]. The catalyst is C(O)C. The product is [CH3:22][O:21][C:17]1[CH:16]=[C:15]([C:8]2[N:9]=[C:10]3[N:14]([C:7]=2[C:5]2[CH:4]=[CH:3][N:27]=[C:26]([NH:29][C@@H:30]4[CH2:35][CH2:34][CH2:33][N:32]([C:36]([O:38][C:39]([CH3:42])([CH3:41])[CH3:40])=[O:37])[CH2:31]4)[N:25]=2)[CH:13]=[CH:12][S:11]3)[CH:20]=[CH:19][CH:18]=1. The yield is 0.930. (2) The reactants are Cl.[C:2](Cl)(=[O:9])[C:3]1[CH:8]=[CH:7][N:6]=[CH:5][CH:4]=1.C(N(CC)CC)C.ClCCl.[NH2:21][C:22]1[CH:27]=[C:26]([C:28]([F:31])([F:30])[F:29])[CH:25]=[CH:24][C:23]=1[N:32]1[C:40]2[C:35](=[CH:36][CH:37]=[CH:38][CH:39]=2)[CH2:34][CH2:33]1. The catalyst is O. The product is [N:32]1([C:23]2[CH:24]=[CH:25][C:26]([C:28]([F:30])([F:31])[F:29])=[CH:27][C:22]=2[NH:21][C:2](=[O:9])[C:3]2[CH:8]=[CH:7][N:6]=[CH:5][CH:4]=2)[C:40]2[C:35](=[CH:36][CH:37]=[CH:38][CH:39]=2)[CH2:34][CH2:33]1. The yield is 0.901. (3) The reactants are [O:1]1[CH2:5][CH2:4][O:3][CH:2]1[C:6]1[CH:7]=[CH:8][C:9]([C:12]2[S:20][C:19]3[C:14](=[N:15][CH:16]=[CH:17][C:18]=3[O:21][C:22]3[CH:28]=[CH:27][C:25](N)=[CH:24][C:23]=3[F:29])[CH:13]=2)=[N:10][CH:11]=1.[C:30]1([NH:36][C:37]([C:39]2([C:42]([OH:44])=O)[CH2:41][CH2:40]2)=[O:38])[CH:35]=[CH:34][CH:33]=[CH:32][CH:31]=1.CC[N:47](C(C)C)C(C)C.CN(C(ON1N=NC2C=CC=NC1=2)=[N+](C)C)C.F[P-](F)(F)(F)(F)F. The catalyst is CN(C=O)C.C(OCC)(=O)C.CO. The product is [O:1]1[CH2:5][CH2:4][O:3][CH:2]1[C:6]1[CH:7]=[CH:8][C:9]([C:12]2[S:20][C:19]3[C:14](=[N:15][CH:16]=[CH:17][C:18]=3[O:21][C:22]3[CH:28]=[CH:27][C:25]([N:36]([C:30]4[CH:31]=[CH:32][CH:33]=[CH:34][CH:35]=4)[C:37]([C:39]4([C:42]([NH2:47])=[O:44])[CH2:40][CH2:41]4)=[O:38])=[CH:24][C:23]=3[F:29])[CH:13]=2)=[N:10][CH:11]=1. The yield is 0.340. (4) The reactants are [F:1][C:2]1[CH:3]=[C:4]([CH:6]=[C:7]([F:13])[C:8]=1[Si:9]([CH3:12])([CH3:11])[CH3:10])[NH2:5].[C:14]([O:18][C:19]([N:21]1[CH2:30][CH2:29][C:28]2[C:23](=[CH:24][CH:25]=[C:26]([O:31][CH3:32])[CH:27]=2)[CH:22]1[C:33](O)=[O:34])=[O:20])([CH3:17])([CH3:16])[CH3:15].CCN(C(C)C)C(C)C.C(P1(=O)OP(CCC)(=O)OP(CCC)(=O)O1)CC. The catalyst is CN(C1C=CN=CC=1)C.C(OCC)(=O)C.O. The product is [F:1][C:2]1[CH:3]=[C:4]([NH:5][C:33]([CH:22]2[C:23]3[C:28](=[CH:27][C:26]([O:31][CH3:32])=[CH:25][CH:24]=3)[CH2:29][CH2:30][N:21]2[C:19]([O:18][C:14]([CH3:17])([CH3:16])[CH3:15])=[O:20])=[O:34])[CH:6]=[C:7]([F:13])[C:8]=1[Si:9]([CH3:10])([CH3:12])[CH3:11]. The yield is 0.583. (5) The reactants are [Br:1][C:2]1[C:3]([Cl:11])=[C:4]2[N:10]=[CH:9][NH:8][C:5]2=[N:6][CH:7]=1.[H-].[Na+].Cl[CH2:15][O:16][CH2:17][CH2:18][Si:19]([CH3:22])([CH3:21])[CH3:20].[Cl-].[Na+]. The catalyst is CN(C)C=O. The product is [Br:1][C:2]1[C:3]([Cl:11])=[C:4]2[N:10]=[CH:9][N:8]([CH2:15][O:16][CH2:17][CH2:18][Si:19]([CH3:22])([CH3:21])[CH3:20])[C:5]2=[N:6][CH:7]=1. The yield is 0.380. (6) The reactants are C[O:2][C:3]1[CH:8]=[CH:7][C:6]([C:9]2[CH:18]=[C:17]3[C:12]([CH:13]=[CH:14][CH:15]=[N:16]3)=[CH:11][N:10]=2)=[CH:5][CH:4]=1.C1(S)C=CC=CC=1.C(=O)([O-])[O-].[K+].[K+]. The catalyst is CN1CCCC1=O. The product is [N:16]1[C:17]2[C:12](=[CH:11][N:10]=[C:9]([C:6]3[CH:7]=[CH:8][C:3]([OH:2])=[CH:4][CH:5]=3)[CH:18]=2)[CH:13]=[CH:14][CH:15]=1. The yield is 0.710. (7) The reactants are [S:1]1[CH:5]=[C:4]([C:6]([F:10])([F:9])[CH2:7][NH2:8])[C:3]2[CH:11]=[CH:12][CH:13]=[CH:14][C:2]1=2.[S:15](N)([NH2:18])(=[O:17])=[O:16]. The catalyst is O1CCOCC1. The product is [S:1]1[CH:5]=[C:4]([C:6]([F:9])([F:10])[CH2:7][NH:8][S:15]([NH2:18])(=[O:17])=[O:16])[C:3]2[CH:11]=[CH:12][CH:13]=[CH:14][C:2]1=2. The yield is 0.680.